From a dataset of Full USPTO retrosynthesis dataset with 1.9M reactions from patents (1976-2016). Predict the reactants needed to synthesize the given product. Given the product [CH:17]1([C:4]([C:5]2[CH:6]=[N:7][C:8]([C:11]([F:14])([F:13])[F:12])=[CH:9][CH:10]=2)=[O:15])[CH2:19][CH2:18]1, predict the reactants needed to synthesize it. The reactants are: CON(C)[C:4](=[O:15])[C:5]1[CH:10]=[CH:9][C:8]([C:11]([F:14])([F:13])[F:12])=[N:7][CH:6]=1.[CH:17]1([Mg]Br)[CH2:19][CH2:18]1.